This data is from Full USPTO retrosynthesis dataset with 1.9M reactions from patents (1976-2016). The task is: Predict the reactants needed to synthesize the given product. (1) Given the product [OH:1][C:2]1[C:3]([C:19]([NH:25][CH2:26][C:27]([O:29][CH2:30][CH3:31])=[O:28])=[O:20])=[C:4]2[C:9](=[CH:10][CH:11]=1)[NH:8][C:7](=[O:12])[C:6]([C:13]1[CH:14]=[CH:15][CH:16]=[CH:17][CH:18]=1)=[N:5]2, predict the reactants needed to synthesize it. The reactants are: [OH:1][C:2]1[CH:11]=[CH:10][C:9]2[NH:8][C:7](=[O:12])[C:6]([C:13]3[CH:18]=[CH:17][CH:16]=[CH:15][CH:14]=3)=[N:5][C:4]=2[C:3]=1[C:19](O)=[O:20].Cl.C([NH:25][CH2:26][C:27]([OH:29])=[O:28])C.[CH2:30](N(CC)CC)[CH3:31].C1CN([P+](ON2N=NC3C=CC=CC2=3)(N2CCCC2)N2CCCC2)CC1.F[P-](F)(F)(F)(F)F. (2) The reactants are: [CH2:1]([O:3][C:4]([C:6]1[C:7]([CH:22](OCC)[O:23]CC)=[N:8][N:9]2[C:14]([O:15][CH3:16])=[CH:13][CH:12]=[C:11]([CH2:17][O:18][C:19](=[O:21])[CH3:20])[C:10]=12)=[O:5])[CH3:2].O.C1(C)C=CC(S(O)(=O)=O)=CC=1. Given the product [CH2:1]([O:3][C:4]([C:6]1[C:7]([CH:22]=[O:23])=[N:8][N:9]2[C:14]([O:15][CH3:16])=[CH:13][CH:12]=[C:11]([CH2:17][O:18][C:19](=[O:21])[CH3:20])[C:10]=12)=[O:5])[CH3:2], predict the reactants needed to synthesize it. (3) Given the product [N:1]1([C:10]2[CH:11]=[C:12]([CH:13]=[CH:14][CH:15]=2)[O:16][C:30]2[CH:31]=[CH:32][C:33]3[C:34]4[C:39](=[CH:38][CH:37]=[CH:36][CH:35]=4)[N:27]([C:23]4[CH:22]=[C:21]([C:17]([CH3:20])([CH3:19])[CH3:18])[CH:26]=[CH:25][N:24]=4)[C:28]=3[CH:29]=2)[C:9]2[C:4](=[CH:5][CH:6]=[CH:7][CH:8]=2)[CH:3]=[N:2]1, predict the reactants needed to synthesize it. The reactants are: [N:1]1([C:10]2[CH:11]=[C:12]([OH:16])[CH:13]=[CH:14][CH:15]=2)[C:9]2[C:4](=[CH:5][CH:6]=[CH:7][CH:8]=2)[CH:3]=[N:2]1.[C:17]([C:21]1[CH:26]=[CH:25][N:24]=[C:23]([N:27]2[C:39]3[CH:38]=[C:37](Br)[CH:36]=[CH:35][C:34]=3[C:33]3[C:28]2=[CH:29][CH:30]=[CH:31][CH:32]=3)[CH:22]=1)([CH3:20])([CH3:19])[CH3:18].N1C=CC=CC=1C(O)=O.[O-]P([O-])([O-])=O.[K+].[K+].[K+].